This data is from Retrosynthesis with 50K atom-mapped reactions and 10 reaction types from USPTO. The task is: Predict the reactants needed to synthesize the given product. (1) Given the product Cc1nc(-c2ccc(N)nc2)sc1C(=O)N1CCN(S(=O)(=O)c2ccc3cc(Cl)ccc3c2)CC1, predict the reactants needed to synthesize it. The reactants are: Cc1nc(-c2ccc(NC(=O)OC(C)(C)C)nc2)sc1C(=O)N1CCN(S(=O)(=O)c2ccc3cc(Cl)ccc3c2)CC1. (2) Given the product Cn1ncnc1COc1nc2c(cc1Br)nnn2-c1ccccc1F, predict the reactants needed to synthesize it. The reactants are: Cn1ncnc1CCl.Oc1nc2c(cc1Br)nnn2-c1ccccc1F. (3) Given the product Cc1oc(-c2ccccc2)nc1COc1cc(COc2ncccc2C#N)on1, predict the reactants needed to synthesize it. The reactants are: Cc1oc(-c2ccccc2)nc1COc1cc(CO)on1.N#Cc1cccnc1Cl. (4) Given the product COc1cc2c(cc(C)n2Cc2ccccc2)n2c(C)nnc12, predict the reactants needed to synthesize it. The reactants are: C[O-].Cc1cc2c(cc(Cl)c3nnc(C)n32)n1Cc1ccccc1.